Dataset: Forward reaction prediction with 1.9M reactions from USPTO patents (1976-2016). Task: Predict the product of the given reaction. (1) Given the reactants [NH2:1][NH2:2].[N+:3]([O-:6])([O-:5])=[O:4].[NH4+].N, predict the reaction product. The product is: [N+:3]([O-:6])([OH:5])=[O:4].[NH2:1][NH2:2].[N+:3]([O-:6])([O-:5])=[O:4].[NH4+:3]. (2) The product is: [OH:17][C@@H:16]([CH2:15][CH2:14][N:9]1[C:7]2=[N:8][C:3]([O:2][CH3:1])=[CH:4][N:5]=[C:6]2[CH:12]=[CH:11][C:10]1=[O:13])[CH2:18][N:19]1[CH2:20][CH2:21][CH:22]([NH:25][C:26](=[O:32])[O:27][C:28]([CH3:30])([CH3:29])[CH3:31])[CH2:23][CH2:24]1. Given the reactants [CH3:1][O:2][C:3]1[N:8]=[C:7]2[N:9]([CH2:14][CH2:15][C@H:16]3[CH2:18][O:17]3)[C:10](=[O:13])[CH:11]=[CH:12][C:6]2=[N:5][CH:4]=1.[NH:19]1[CH2:24][CH2:23][CH:22]([NH:25][C:26](=[O:32])[O:27][C:28]([CH3:31])([CH3:30])[CH3:29])[CH2:21][CH2:20]1, predict the reaction product.